Regression. Given a peptide amino acid sequence and an MHC pseudo amino acid sequence, predict their binding affinity value. This is MHC class II binding data. From a dataset of Peptide-MHC class II binding affinity with 134,281 pairs from IEDB. The peptide sequence is LDKRQFELYKRTDIV. The MHC is HLA-DQA10201-DQB10402 with pseudo-sequence HLA-DQA10201-DQB10402. The binding affinity (normalized) is 0.248.